From a dataset of Catalyst prediction with 721,799 reactions and 888 catalyst types from USPTO. Predict which catalyst facilitates the given reaction. (1) Reactant: [CH2:1]([OH:17])[CH2:2][CH2:3][CH2:4][CH2:5][CH2:6][CH2:7][CH2:8][CH2:9][CH2:10][CH2:11][CH2:12][CH2:13][CH2:14][CH2:15][CH3:16].[C:18]1(=[O:24])[O:23][C:21](=[O:22])[CH:20]=[CH:19]1.O.[C:26]1([CH3:36])[C:27](S(O)(=O)=O)=[CH:28][CH:29]=[CH:30][CH:31]=1. Product: [C:21]([O:23][CH2:1][CH2:2][CH2:3][CH2:4][CH2:5][CH2:6][CH2:7][CH2:8][CH2:9][CH2:31][CH2:30][CH2:29][CH2:28][CH2:27][CH2:26][CH3:36])(=[O:22])/[CH:20]=[CH:19]\[C:18]([O:17][CH2:1][CH2:2][CH2:3][CH2:4][CH2:5][CH2:6][CH2:7][CH2:8][CH2:9][CH2:10][CH2:11][CH2:12][CH2:13][CH2:14][CH2:15][CH3:16])=[O:24]. The catalyst class is: 22. (2) Reactant: [Cl:1][S:2]([C:5]1[CH:6]=[CH:7][C:8]([CH3:14])=[C:9]([CH:13]=1)[C:10](Cl)=[O:11])(=[O:4])=[O:3].[F:15][C:16]1[CH:22]=[CH:21][C:19]([NH2:20])=[CH:18][C:17]=1[CH3:23]. Product: [F:15][C:16]1[CH:22]=[CH:21][C:19]([NH:20][C:10]([C:9]2[CH:13]=[C:5]([S:2]([Cl:1])(=[O:4])=[O:3])[CH:6]=[CH:7][C:8]=2[CH3:14])=[O:11])=[CH:18][C:17]=1[CH3:23]. The catalyst class is: 11. (3) Reactant: [CH3:1][C:2]1[CH:7]=[CH:6][C:5]([C:8](=[O:14])[C:9]([O:11]CC)=[O:10])=[CH:4][CH:3]=1.[OH-].[Na+].Cl. Product: [CH3:1][C:2]1[CH:3]=[CH:4][C:5]([C:8](=[O:14])[C:9]([OH:11])=[O:10])=[CH:6][CH:7]=1. The catalyst class is: 8. (4) Reactant: [N:8]1(C([N:8]2[CH:12]=[CH:11][N:10]=[CH:9]2)=N)[CH:12]=[CH:11][N:10]=[CH:9]1.Cl.NC1C=[CH:19][C:18]([O:21][CH3:22])=[CH:17][C:16]=1[OH:23].C(N(CC)CC)C. Product: [CH3:22][O:21][C:18]1[CH:19]=[CH:12][C:11]2[N:10]=[C:9]([NH2:8])[O:23][C:16]=2[CH:17]=1. The catalyst class is: 1. (5) Reactant: [CH3:1][N:2]1[C:6]([CH2:7][C:8](O)=[O:9])=[CH:5][C:4]([C:11]2[CH:16]=[CH:15][C:14]([O:17][C:18]([F:21])([F:20])[F:19])=[CH:13][CH:12]=2)=[N:3]1. Product: [CH3:1][N:2]1[C:6]([CH2:7][CH2:8][OH:9])=[CH:5][C:4]([C:11]2[CH:16]=[CH:15][C:14]([O:17][C:18]([F:19])([F:20])[F:21])=[CH:13][CH:12]=2)=[N:3]1. The catalyst class is: 7.